This data is from Full USPTO retrosynthesis dataset with 1.9M reactions from patents (1976-2016). The task is: Predict the reactants needed to synthesize the given product. (1) Given the product [CH3:1][N:2]1[C:6]2[CH:7]=[C:8]([C:10]([OH:12])=[O:11])[S:9][C:5]=2[N:4]=[C:3]1[CH2:15][O:16][CH3:17], predict the reactants needed to synthesize it. The reactants are: [CH3:1][N:2]1[C:6]2[CH:7]=[C:8]([C:10]([O:12]CC)=[O:11])[S:9][C:5]=2[N:4]=[C:3]1[CH2:15][O:16][CH3:17].[OH-].[Na+]. (2) Given the product [F:1][C:2]([F:40])([F:41])[C:3]1[CH:4]=[C:5]([C@H:13]2[NH:39][S:42](=[O:44])(=[O:43])[N:16]([CH2:17][C:18]3[CH:23]=[C:22]([C:24]([F:25])([F:26])[F:27])[CH:21]=[CH:20][C:19]=3[C:28]3[CH:33]=[C:32]([CH:34]([CH3:35])[CH3:36])[CH:31]=[CH:30][C:29]=3[O:37][CH3:38])[C@H:14]2[CH3:15])[CH:6]=[C:7]([C:9]([F:11])([F:10])[F:12])[CH:8]=1, predict the reactants needed to synthesize it. The reactants are: [F:1][C:2]([F:41])([F:40])[C:3]1[CH:4]=[C:5]([C@@H:13]([NH2:39])[C@@H:14]([NH:16][CH2:17][C:18]2[CH:23]=[C:22]([C:24]([F:27])([F:26])[F:25])[CH:21]=[CH:20][C:19]=2[C:28]2[CH:33]=[C:32]([CH:34]([CH3:36])[CH3:35])[CH:31]=[CH:30][C:29]=2[O:37][CH3:38])[CH3:15])[CH:6]=[C:7]([C:9]([F:12])([F:11])[F:10])[CH:8]=1.[S:42](N)(N)(=[O:44])=[O:43]. (3) Given the product [N:1]1([C:6]2[CH:25]=[CH:24][C:9]([CH2:10][C:11]3[C:12]([Cl:23])=[N:13][C:14]4[C:19]([C:20]=3[Cl:21])=[CH:18][C:17]([Br:22])=[CH:16][C:15]=4[CH3:27])=[CH:8][CH:7]=2)[CH:5]=[CH:4][CH:3]=[N:2]1, predict the reactants needed to synthesize it. The reactants are: [N:1]1([C:6]2[CH:25]=[CH:24][C:9]([CH2:10][C:11]3[C:12]([Cl:23])=[N:13][C:14]4[C:19]([C:20]=3[Cl:21])=[CH:18][C:17]([Br:22])=[CH:16][CH:15]=4)=[CH:8][CH:7]=2)[CH:5]=[CH:4][CH:3]=[N:2]1.Br[C:27]1C=CC(N)=C(C)C=1.P(Cl)(Cl)(Cl)=O.N. (4) Given the product [OH:27][CH2:4][CH2:5][CH:6]([O:7][N:8]=[C:9]1[CH2:26][CH2:25][C:12]2([O:16][N:15]=[C:14]([C:17]#[C:18][C:19]3[CH:24]=[CH:23][CH:22]=[CH:21][CH:20]=3)[CH2:13]2)[CH2:11][CH2:10]1)[C:2]([OH:3])=[O:1], predict the reactants needed to synthesize it. The reactants are: [O:1]=[C:2]1[CH:6]([O:7][N:8]=[C:9]2[CH2:26][CH2:25][C:12]3([O:16][N:15]=[C:14]([C:17]#[C:18][C:19]4[CH:24]=[CH:23][CH:22]=[CH:21][CH:20]=4)[CH2:13]3)[CH2:11][CH2:10]2)[CH2:5][CH2:4][O:3]1.[OH-:27].[Na+]. (5) Given the product [F:1][C:2]1[CH:9]=[C:8]([F:10])[CH:7]=[CH:6][C:3]=1/[CH:4]=[CH:11]/[C:12](=[O:13])[CH3:14], predict the reactants needed to synthesize it. The reactants are: [F:1][C:2]1[CH:9]=[C:8]([F:10])[CH:7]=[CH:6][C:3]=1[CH:4]=O.[CH3:11][C:12]([CH3:14])=[O:13].[OH-].[Na+]. (6) Given the product [C:23]([O:22][C:21]([NH:20][CH2:19][CH2:18][O:1][C:2]1[C:3]([C:13]([O:15][CH3:16])=[O:14])=[C:4]([CH3:12])[C:5]([O:8][CH:9]([CH3:10])[CH3:11])=[N:6][CH:7]=1)=[O:27])([CH3:26])([CH3:25])[CH3:24], predict the reactants needed to synthesize it. The reactants are: [OH:1][C:2]1[C:3]([C:13]([O:15][CH3:16])=[O:14])=[C:4]([CH3:12])[C:5]([O:8][CH:9]([CH3:11])[CH3:10])=[N:6][CH:7]=1.Br[CH2:18][CH2:19][NH:20][C:21](=[O:27])[O:22][C:23]([CH3:26])([CH3:25])[CH3:24].C([O-])([O-])=O.[K+].[K+].